Task: Predict the reaction yield, written as a fraction of the theoretical maximum amount of product (1.0 means a 100% yield; for example, 0.34 means a 34% yield).. Dataset: Reaction yield outcomes from USPTO patents with 853,638 reactions (1) The reactants are [Cl:1][C:2]1[N:7]=[C:6]([CH2:8][C:9]([C:11]2[C:12]([F:29])=[C:13]([NH:17][S:18]([C:21]3[C:26]([F:27])=[CH:25][CH:24]=[CH:23][C:22]=3[F:28])(=[O:20])=[O:19])[CH:14]=[CH:15][CH:16]=2)=O)[CH:5]=[CH:4][N:3]=1.ClCCl.BrN1C(=O)CCC1=O.[CH3:41][C:42]([CH3:47])([CH3:46])[C:43](=[S:45])[NH2:44]. The catalyst is C(OCC)(=O)C.O. The product is [Cl:1][C:2]1[N:7]=[C:6]([C:8]2[S:45][C:43]([C:42]([CH3:47])([CH3:46])[CH3:41])=[N:44][C:9]=2[C:11]2[C:12]([F:29])=[C:13]([NH:17][S:18]([C:21]3[C:26]([F:27])=[CH:25][CH:24]=[CH:23][C:22]=3[F:28])(=[O:20])=[O:19])[CH:14]=[CH:15][CH:16]=2)[CH:5]=[CH:4][N:3]=1. The yield is 0.800. (2) The reactants are [F:1][C:2]1[CH:7]=[CH:6][C:5]([C:8]2[C:12]([CH2:13][O:14][C:15]3[CH:23]=[CH:22][C:18]([C:19]([OH:21])=O)=[CH:17][N:16]=3)=[C:11]([CH3:24])[O:10][N:9]=2)=[CH:4][CH:3]=1.[CH:25]([NH2:28])([CH3:27])[CH3:26]. No catalyst specified. The product is [F:1][C:2]1[CH:3]=[CH:4][C:5]([C:8]2[C:12]([CH2:13][O:14][C:15]3[CH:23]=[CH:22][C:18]([C:19]([NH:28][CH:25]([CH3:27])[CH3:26])=[O:21])=[CH:17][N:16]=3)=[C:11]([CH3:24])[O:10][N:9]=2)=[CH:6][CH:7]=1. The yield is 0.790. (3) The reactants are [CH:1]1([S:4]([C:7]2[CH:12]=[CH:11][C:10]([CH:13]([CH2:32][CH:33]3[CH2:38][CH2:37][O:36][CH2:35][CH2:34]3)[C:14](=O)[CH2:15][CH2:16][C:17]([C:19]3[S:20][C:21]([CH:24]4[CH2:28][O:27][C:26]([CH3:30])([CH3:29])[O:25]4)=[CH:22][N:23]=3)=O)=[CH:9][CH:8]=2)(=[O:6])=[O:5])[CH2:3][CH2:2]1.C([O-])(=O)C.[NH4+:43]. The catalyst is C(O)(=O)C.C(OCC)(=O)C. The product is [CH:1]1([S:4]([C:7]2[CH:8]=[CH:9][C:10]([CH:13]([C:14]3[NH:43][C:17]([C:19]4[S:20][C:21]([CH:24]5[CH2:28][O:27][C:26]([CH3:29])([CH3:30])[O:25]5)=[CH:22][N:23]=4)=[CH:16][CH:15]=3)[CH2:32][CH:33]3[CH2:34][CH2:35][O:36][CH2:37][CH2:38]3)=[CH:11][CH:12]=2)(=[O:6])=[O:5])[CH2:2][CH2:3]1. The yield is 0.670. (4) The reactants are [NH2:1][C:2]1[CH:3]=[C:4]([C:8]#[C:9][C:10]2[CH:11]=[N:12][C:13]([NH2:16])=[N:14][CH:15]=2)[CH:5]=[CH:6][CH:7]=1.[C:17]1([N:23]=[C:24]=[O:25])[CH:22]=[CH:21][CH:20]=[CH:19][CH:18]=1. The catalyst is C1COCC1. The product is [NH2:16][C:13]1[N:12]=[CH:11][C:10]([C:9]#[C:8][C:4]2[CH:3]=[C:2]([NH:1][C:24]([NH:23][C:17]3[CH:22]=[CH:21][CH:20]=[CH:19][CH:18]=3)=[O:25])[CH:7]=[CH:6][CH:5]=2)=[CH:15][N:14]=1. The yield is 0.270. (5) The reactants are [CH2:1]([Li])[CH2:2][CH2:3][CH3:4].[C:6]12(C(=O)C3C[CH:10]1[CH2:11][CH2:12]3)[CH2:9][CH2:8][CH2:7]2. The catalyst is [Br-].C[P+](C1C=CC=CC=1)(C1C=CC=CC=1)C1C=CC=CC=1.O1CCCC1. The product is [CH2:4]=[C:3]1[C:6]2([CH2:9][CH2:8][CH2:7]2)[CH:10]2[CH2:1][CH:2]1[CH2:12][CH2:11]2. The yield is 0.750. (6) The reactants are [F:1][C:2]1[CH:3]=[C:4]([C:10]2[CH:11]=[C:12]([C:17]([O:19][CH3:20])=[O:18])[C:13](=[O:16])[NH:14][N:15]=2)[CH:5]=[CH:6][C:7]=1[O:8][CH3:9].[F:21][C:22]1[CH:29]=[CH:28][C:25]([CH2:26]Cl)=[CH:24][CH:23]=1. No catalyst specified. The product is [F:21][C:22]1[CH:29]=[CH:28][C:25]([CH2:26][N:14]2[C:13](=[O:16])[C:12]([C:17]([O:19][CH3:20])=[O:18])=[CH:11][C:10]([C:4]3[CH:5]=[CH:6][C:7]([O:8][CH3:9])=[C:2]([F:1])[CH:3]=3)=[N:15]2)=[CH:24][CH:23]=1. The yield is 0.866. (7) The reactants are [C:1]([C:3]1([C:6]2[CH:7]=[C:8]([CH:12]=[CH:13][CH:14]=2)[C:9]([OH:11])=O)[CH2:5][CH2:4]1)#[N:2].C(Cl)(=O)C(Cl)=O.O1CCCC1.[NH2:26][C:27]1[CH:28]=[CH:29][C:30]([O:49][CH3:50])=[C:31]([CH:48]=1)[O:32][C:33]1[CH:34]=[CH:35][C:36]2[N:37]([CH:39]=[C:40]([NH:42][C:43]([CH:45]3[CH2:47][CH2:46]3)=[O:44])[N:41]=2)[N:38]=1. The catalyst is CN(C)C=O.CN1CCCC1=O. The product is [C:1]([C:3]1([C:6]2[CH:7]=[C:8]([CH:12]=[CH:13][CH:14]=2)[C:9]([NH:26][C:27]2[CH:28]=[CH:29][C:30]([O:49][CH3:50])=[C:31]([O:32][C:33]3[CH:34]=[CH:35][C:36]4[N:37]([CH:39]=[C:40]([NH:42][C:43]([CH:45]5[CH2:47][CH2:46]5)=[O:44])[N:41]=4)[N:38]=3)[CH:48]=2)=[O:11])[CH2:4][CH2:5]1)#[N:2]. The yield is 0.740.